The task is: Predict the reaction yield, written as a fraction of the theoretical maximum amount of product (1.0 means a 100% yield; for example, 0.34 means a 34% yield).. This data is from Reaction yield outcomes from USPTO patents with 853,638 reactions. (1) The reactants are [CH:1]1([CH2:4]O)[CH2:3][CH2:2]1.[NH:6]([C:15]([O:17][C:18]([CH3:21])([CH3:20])[CH3:19])=[O:16])[NH:7][C:8]([O:10][C:11]([CH3:14])([CH3:13])[CH3:12])=[O:9].C1(P(C2C=CC=CC=2)C2C=CC=CC=2)C=CC=CC=1.N(C(OC(C)(C)C)=O)=NC(OC(C)(C)C)=O. The catalyst is O1CCCC1.O.C(OCC)(=O)C. The product is [CH:1]1([CH2:4][N:6]([C:15]([O:17][C:18]([CH3:21])([CH3:20])[CH3:19])=[O:16])[NH:7][C:8]([O:10][C:11]([CH3:12])([CH3:13])[CH3:14])=[O:9])[CH2:3][CH2:2]1. The yield is 0.970. (2) The reactants are [NH2:1][C:2]1[C:3]([C:9](=[N:11][O:12][C:13](=O)[C:14]2[CH:19]=[CH:18][CH:17]=[CH:16][CH:15]=2)[NH2:10])=[N:4][C:5]([Br:8])=[CH:6][N:7]=1.C([O-])(O)=O.[Na+]. The yield is 0.760. The catalyst is O. The product is [Br:8][C:5]1[N:4]=[C:3]([C:9]2[N:10]=[C:13]([C:14]3[CH:19]=[CH:18][CH:17]=[CH:16][CH:15]=3)[O:12][N:11]=2)[C:2]([NH2:1])=[N:7][CH:6]=1. (3) The catalyst is CN(C=O)C. The reactants are Cl[CH2:2][CH2:3][CH2:4][NH:5][C:6]([NH:8][C:9]1[CH:10]=[N:11][N:12]([CH2:14][C:15]2[C:16]([CH3:21])=[N:17][O:18][C:19]=2[CH3:20])[CH:13]=1)=[O:7].[H-].[Na+]. The yield is 0.480. The product is [CH3:21][C:16]1[C:15]([CH2:14][N:12]2[CH:13]=[C:9]([N:8]3[CH2:2][CH2:3][CH2:4][NH:5][C:6]3=[O:7])[CH:10]=[N:11]2)=[C:19]([CH3:20])[O:18][N:17]=1. (4) The reactants are [C:1]([C:4]1[CH:28]=[CH:27][C:7]([O:8][CH2:9][C:10]2[CH:15]=[CH:14][C:13]([CH:16](O)[C:17]3[CH:18]=[C:19]([CH:23]=[CH:24][CH:25]=3)[C:20]([OH:22])=[O:21])=[CH:12][CH:11]=2)=[C:6]([CH3:29])[C:5]=1[OH:30])(=[O:3])[CH3:2].C([SiH](CC)CC)C.B(F)(F)F.CCOCC.ClCCl. The catalyst is O. The product is [C:1]([C:4]1[CH:28]=[CH:27][C:7]([O:8][CH2:9][C:10]2[CH:11]=[CH:12][C:13]([CH2:16][C:17]3[CH:18]=[C:19]([CH:23]=[CH:24][CH:25]=3)[C:20]([OH:22])=[O:21])=[CH:14][CH:15]=2)=[C:6]([CH3:29])[C:5]=1[OH:30])(=[O:3])[CH3:2]. The yield is 0.700. (5) The reactants are C([Li])CCC.[Br:6][C:7]1[CH:19]=[CH:18][C:17]2[C:16]3[C:11](=[CH:12][C:13](Br)=[CH:14][CH:15]=3)[C:10]([CH2:29][CH2:30][CH2:31][CH2:32][CH2:33][CH2:34][CH2:35][CH3:36])([CH2:21][CH2:22][CH2:23][CH2:24][CH2:25][CH2:26][CH2:27][CH3:28])[C:9]=2[CH:8]=1.C[O:38]B(OC)OC.Cl. The catalyst is O1CCCC1. The product is [Br:6][C:7]1[CH:19]=[CH:18][C:17]2[C:16]3[C:11](=[CH:12][C:13]([OH:38])=[CH:14][CH:15]=3)[C:10]([CH2:29][CH2:30][CH2:31][CH2:32][CH2:33][CH2:34][CH2:35][CH3:36])([CH2:21][CH2:22][CH2:23][CH2:24][CH2:25][CH2:26][CH2:27][CH3:28])[C:9]=2[CH:8]=1. The yield is 0.450. (6) The reactants are [O:1]=[C:2]1[C:7]([CH:8]=[O:9])=[CH:6][CH:5]=[CH:4][NH:3]1.I[C:11]1[CH:16]=[CH:15][C:14]([O:17][C:18]([F:21])([F:20])[F:19])=[CH:13][CH:12]=1.OC1C=CC=C2C=1N=CC=C2.C(=O)([O-])[O-].[K+].[K+].[OH-].[NH4+]. The product is [O:1]=[C:2]1[C:7]([CH:8]=[O:9])=[CH:6][CH:5]=[CH:4][N:3]1[C:11]1[CH:12]=[CH:13][C:14]([O:17][C:18]([F:19])([F:20])[F:21])=[CH:15][CH:16]=1. The catalyst is [Cu](I)I.C(OCC)(=O)C.CS(C)=O. The yield is 0.200. (7) The reactants are [CH3:1][O:2][C:3]1[CH:4]=[C:5]2[C:10](=[CH:11][C:12]=1[O:13][CH2:14]C1CO1)[N:9]=[CH:8][CH:7]=[C:6]2[O:18][C:19]1[C:20]([C:27]2[CH:28]=[N:29][CH:30]=[CH:31][CH:32]=2)=[N:21][C:22]([CH3:26])=[C:23]([CH3:25])[CH:24]=1.F[C:34](F)(F)[C:35]([OH:37])=O.[OH-:40].[Na+].O. The catalyst is C(Cl)Cl. The product is [CH3:25][C:23]1[CH:24]=[C:19]([O:18][C:6]2[C:5]3[C:10](=[CH:11][C:12]([O:13][CH2:14][CH:35]([OH:37])[CH2:34][OH:40])=[C:3]([O:2][CH3:1])[CH:4]=3)[N:9]=[CH:8][CH:7]=2)[C:20]([C:27]2[CH:28]=[N:29][CH:30]=[CH:31][CH:32]=2)=[N:21][C:22]=1[CH3:26]. The yield is 0.360. (8) The reactants are [Br:1][C:2]1[C:3]([O:23][CH3:24])=[CH:4][C:5]([O:21]C)=[C:6]([C:8](=[O:20])[CH2:9][C:10]2[CH:19]=[CH:18][C:13]([C:14]([O:16][CH3:17])=[O:15])=[CH:12][CH:11]=2)[CH:7]=1.[Al+3].[Cl-].[Cl-].[Cl-]. The catalyst is C(Cl)Cl. The product is [Br:1][C:2]1[C:3]([O:23][CH3:24])=[CH:4][C:5]([OH:21])=[C:6]([C:8](=[O:20])[CH2:9][C:10]2[CH:11]=[CH:12][C:13]([C:14]([O:16][CH3:17])=[O:15])=[CH:18][CH:19]=2)[CH:7]=1. The yield is 0.710. (9) The reactants are [CH2:1]([O:8][C:9]([N:11]1[CH2:16][CH2:15][CH:14]([C:17]([OH:19])=O)[CH2:13][CH:12]1[C:20]#[N:21])=[O:10])[C:2]1[CH:7]=[CH:6][CH:5]=[CH:4][CH:3]=1.CN(C(ON1N=NC2C=CC=NC1=2)=[N+](C)C)C.F[P-](F)(F)(F)(F)F.CCN(CC)CC.Cl.[Cl:54][C:55]1[C:56]([CH2:61][NH2:62])=[N:57][CH:58]=[CH:59][N:60]=1. The catalyst is C(Cl)Cl. The product is [Cl:54][C:55]1[C:56]([CH2:61][NH:62][C:17]([CH:14]2[CH2:15][CH2:16][N:11]([C:9]([O:8][CH2:1][C:2]3[CH:3]=[CH:4][CH:5]=[CH:6][CH:7]=3)=[O:10])[CH:12]([C:20]#[N:21])[CH2:13]2)=[O:19])=[N:57][CH:58]=[CH:59][N:60]=1. The yield is 0.930.